Task: Predict the reactants needed to synthesize the given product.. Dataset: Full USPTO retrosynthesis dataset with 1.9M reactions from patents (1976-2016) (1) Given the product [CH2:54]([C@H:40]([NH:39][C:8](=[O:7])[C:9]1[CH:17]=[C:16]([CH2:15][CH3:14])[CH:20]=[C:21]([C:23]([N:25]([CH2:29][CH2:30][CH3:31])[CH2:26][CH2:27][CH3:28])=[O:24])[CH:22]=1)[C@H:41]([OH:53])[CH2:42][NH:43][CH2:44][C:45]1[CH:50]=[CH:49][CH:48]=[C:47]([O:51][CH3:52])[CH:46]=1)[C:55]1[CH:60]=[CH:59][CH:58]=[CH:57][CH:56]=1, predict the reactants needed to synthesize it. The reactants are: C(P(=O)([O:7][CH2:8][CH3:9])OCC)#N.NC([C:14]1[CH:15]=[C:16]([CH:20]=[C:21]([C:23]([N:25]([CH2:29][CH2:30][CH3:31])[CH2:26][CH2:27][CH3:28])=[O:24])[CH:22]=1)[C:17](O)=O)=O.FC(F)(F)C(O)=O.[NH2:39][C@@H:40]([CH2:54][C:55]1[CH:60]=[C:59](F)[CH:58]=[C:57](F)[CH:56]=1)[C@H:41]([OH:53])[CH2:42][NH:43][CH2:44][C:45]1[CH:50]=[CH:49][CH:48]=[C:47]([O:51][CH3:52])[CH:46]=1.C(N(CC)CC)C. (2) The reactants are: [CH2:1]([C:3]1[CH:8]=[CH:7][C:6](I)=[CH:5][C:4]=1[CH:10]1[C:16](=[O:17])[CH:15]2[CH2:18][CH:12]([CH2:13][CH2:14]2)[C:11]1=[O:19])[CH3:2].[Cl-].[Li+].C([Mg]Cl)(C)C.[B:27](OC)([O:30]C)[O:28]C. Given the product [O:17]=[C:16]1[CH:10]([C:4]2[CH:5]=[C:6]([B:27]([OH:30])[OH:28])[CH:7]=[CH:8][C:3]=2[CH2:1][CH3:2])[C:11](=[O:19])[CH:12]2[CH2:18][CH:15]1[CH2:14][CH2:13]2, predict the reactants needed to synthesize it. (3) Given the product [NH2:1][C:2]1[S:3][C:4]2[CH:10]=[C:9]([C:11]([N:17]3[C@@H:18]4[C@@H:23]([C:22]5[CH:24]=[CH:25][CH:26]=[CH:27][C:21]=5[CH2:20][CH2:19]4)[CH2:14][CH2:15][CH2:16]3)=[O:13])[CH:8]=[CH:7][C:5]=2[N:6]=1, predict the reactants needed to synthesize it. The reactants are: [NH2:1][C:2]1[S:3][C:4]2[CH:10]=[C:9]([C:11]([OH:13])=O)[CH:8]=[CH:7][C:5]=2[N:6]=1.[CH2:14]1[C@H:23]2[C@H:18]([CH2:19][CH2:20][C:21]3[CH:27]=[CH:26][CH:25]=[CH:24][C:22]=32)[NH:17][CH2:16][CH2:15]1.F[P-](F)(F)(F)(F)F.N1(OC(N(C)C)=[N+](C)C)C2N=CC=CC=2N=N1. (4) Given the product [CH2:20]([O:22][C:23](=[O:32])[CH2:24][CH2:25][C:26]1([CH3:27])[O:28][CH2:29][C:13]2[CH:14]=[C:9]([OH:8])[C:10]([CH3:19])=[C:11]([CH3:12])[C:31]=2[O:30]1)[CH3:21], predict the reactants needed to synthesize it. The reactants are: C([O:8][C:9]1[CH:14]=[C:13](CO)[C:12](O)=[C:11](C)[C:10]=1[CH3:19])C1C=CC=CC=1.[CH2:20]([O:22][C:23](=[O:32])[CH2:24][CH2:25][C:26]([O:30][CH3:31])([O:28][CH3:29])[CH3:27])[CH3:21].C1(C)C=CC(S([O-])(=O)=O)=CC=1.[NH+]1C=CC=CC=1.